Regression/Classification. Given a drug SMILES string, predict its absorption, distribution, metabolism, or excretion properties. Task type varies by dataset: regression for continuous measurements (e.g., permeability, clearance, half-life) or binary classification for categorical outcomes (e.g., BBB penetration, CYP inhibition). Dataset: cyp2c19_veith. From a dataset of CYP2C19 inhibition data for predicting drug metabolism from PubChem BioAssay. (1) The drug is N#Cc1cccc(-c2nc(NCc3cccs3)c3ccccc3n2)c1. The result is 0 (non-inhibitor). (2) The result is 0 (non-inhibitor). The compound is O=C(O)c1cscc1Cc1cccs1.